From a dataset of Full USPTO retrosynthesis dataset with 1.9M reactions from patents (1976-2016). Predict the reactants needed to synthesize the given product. (1) Given the product [C:6]([O:5][C:3](=[O:4])[CH2:2][NH:17][CH2:10][C:11]1[CH:16]=[CH:15][CH:14]=[CH:13][CH:12]=1)([CH3:9])([CH3:8])[CH3:7], predict the reactants needed to synthesize it. The reactants are: Br[CH2:2][C:3]([O:5][C:6]([CH3:9])([CH3:8])[CH3:7])=[O:4].[CH2:10]([NH2:17])[C:11]1[CH:16]=[CH:15][CH:14]=[CH:13][CH:12]=1. (2) Given the product [CH3:6][CH2:5][CH2:4][CH:3]([CH3:8])[CH3:2].[Cl:11][C:12]1[CH:13]=[CH:14][C:15]([O:21][CH3:22])=[C:16]([CH2:2][C:3]2[CH:8]=[CH:7][CH:6]=[CH:5][C:4]=2[O:9][CH3:10])[CH:17]=1, predict the reactants needed to synthesize it. The reactants are: Br[CH2:2][C:3]1[CH:8]=[CH:7][CH:6]=[CH:5][C:4]=1[O:9][CH3:10].[Cl:11][C:12]1[CH:13]=[CH:14][C:15]([O:21][CH3:22])=[C:16](B(O)O)[CH:17]=1.C([O-])([O-])=O.[Na+].[Na+]. (3) Given the product [OH:16][C:14]1[C:13]([C:1](=[O:2])[CH3:3])=[N:12][N:11]([CH:5]2[CH2:10][CH2:9][CH2:8][CH2:7][CH2:6]2)[CH:15]=1, predict the reactants needed to synthesize it. The reactants are: [CH:1]([CH:3]=O)=[O:2].[CH:5]1([NH:11][N:12]=[CH:13][C:14](=[O:16])[CH3:15])[CH2:10][CH2:9][CH2:8][CH2:7][CH2:6]1. (4) Given the product [CH3:32][C:31]([O:34][CH2:10][C:3]1[C:2]([Br:1])=[CH:7][C:6]([CH2:8][O:39][C:36]([CH3:37])=[O:38])=[C:5]([Cl:9])[CH:4]=1)=[O:33], predict the reactants needed to synthesize it. The reactants are: [Br:1][C:2]1[CH:7]=[C:6]([CH3:8])[C:5]([Cl:9])=[CH:4][C:3]=1[CH3:10].BrN1C(=O)CCC1=O.N(C(C)(C)C#N)=NC(C)(C)C#N.[C:31]([O-:34])(=[O:33])[CH3:32].[Na+].[C:36]([O:39]CC)(=[O:38])[CH3:37]. (5) Given the product [CH:1]1([CH2:7][C:8]([NH:59][C:57]2[S:56][C:46]3[C:47]([N:50]4[CH2:55][CH2:54][O:53][CH2:52][CH2:51]4)=[N:48][CH:49]=[C:44]([O:43][CH3:42])[C:45]=3[N:58]=2)=[O:10])[CH2:2][CH2:3][CH2:4][CH2:5][CH2:6]1, predict the reactants needed to synthesize it. The reactants are: [CH:1]1([CH2:7][C:8]([OH:10])=O)[CH2:6][CH2:5][CH2:4][CH2:3][CH2:2]1.CN(C(ON1N=NC2C=CC=NC1=2)=[N+](C)C)C.F[P-](F)(F)(F)(F)F.CN1CCOCC1.[CH3:42][O:43][C:44]1[C:45]2[N:58]=[C:57]([NH2:59])[S:56][C:46]=2[C:47]([N:50]2[CH2:55][CH2:54][O:53][CH2:52][CH2:51]2)=[N:48][CH:49]=1.